From a dataset of Forward reaction prediction with 1.9M reactions from USPTO patents (1976-2016). Predict the product of the given reaction. (1) Given the reactants [F:1][C:2]1[CH:11]=[C:10]2[C:5]([CH2:6][CH2:7][C:8](=O)[NH:9]2)=[CH:4][CH:3]=1, predict the reaction product. The product is: [F:1][C:2]1[CH:11]=[C:10]2[C:5]([CH2:6][CH2:7][CH2:8][NH:9]2)=[CH:4][CH:3]=1. (2) Given the reactants COC1C=[CH:7][C:6]([C@@H:9]([NH:11][C@@H:12]2[C:21]3[N:20]=[CH:19][CH:18]=[CH:17][C:16]=3[CH2:15][CH2:14][CH2:13]2)C)=[CH:5]C=1.C(=O)C(C)C.CN([C@H](C1C=CC(OC)=CC=1)C)[C@@H]1C2N=CC=CC=2CCC1.CN[C@H]1C2N=CC=CC=2CCC1, predict the reaction product. The product is: [CH3:5][CH:6]([CH3:7])[CH2:9][NH:11][C@@H:12]1[C:21]2[N:20]=[CH:19][CH:18]=[CH:17][C:16]=2[CH2:15][CH2:14][CH2:13]1. (3) Given the reactants [Cl:1][C:2]1[C:3]([C:29]2[CH2:34][CH2:33][CH2:32][CH2:31][CH:30]=2)=[CH:4][C:5]([O:27][CH3:28])=[C:6]([CH:26]=1)[C:7]([N:9]1[C:15]2[CH:16]=[CH:17][CH:18]=[CH:19][C:14]=2[CH2:13][N:12]2[C:20]([C:23]([OH:25])=O)=[CH:21][CH:22]=[C:11]2[CH2:10]1)=[O:8].[NH:35]1[CH2:39][CH2:38][CH2:37][C@H:36]1[CH2:40][N:41]1[CH2:45][CH2:44][CH2:43][CH2:42]1.ON1C2C=CC=CC=2N=N1.Cl.C(N=C=N)C.C(N(CC)C(C)C)(C)C, predict the reaction product. The product is: [CH3:28][O:27][C:5]1[CH:4]=[C:3]([C:29]2[CH2:34][CH2:33][CH2:32][CH2:31][CH:30]=2)[C:2]([Cl:1])=[CH:26][C:6]=1[C:7]([N:9]1[C:15]2[CH:16]=[CH:17][CH:18]=[CH:19][C:14]=2[CH2:13][N:12]2[C:20]([C:23]([N:35]3[CH2:39][CH2:38][CH2:37][C@H:36]3[CH2:40][N:41]3[CH2:45][CH2:44][CH2:43][CH2:42]3)=[O:25])=[CH:21][CH:22]=[C:11]2[CH2:10]1)=[O:8]. (4) Given the reactants C(OC([NH:8][C@@H:9]([C:11]1[N:12]([S:23]([C:26]2[CH:32]=[CH:31][C:29]([CH3:30])=[CH:28][CH:27]=2)(=[O:25])=[O:24])[CH:13]=[CH:14][C:15]=1[C:16]([O:18]C(C)(C)C)=[O:17])[CH3:10])=O)(C)(C)C.[C:33]([OH:39])([C:35]([F:38])([F:37])[F:36])=[O:34].O, predict the reaction product. The product is: [F:36][C:35]([F:38])([F:37])[C:33]([OH:39])=[O:34].[NH2:8][C@@H:9]([C:11]1[N:12]([S:23]([C:26]2[CH:27]=[CH:28][C:29]([CH3:30])=[CH:31][CH:32]=2)(=[O:25])=[O:24])[CH:13]=[CH:14][C:15]=1[C:16]([OH:18])=[O:17])[CH3:10]. (5) Given the reactants [CH3:1][N:2]([CH3:28])[C:3]([C:5]1[CH:6]=[C:7]([C:23]([O:25]CC)=[O:24])[C:8](=[O:22])[N:9]([C:12]2[CH:17]=[CH:16][CH:15]=[C:14]([C:18]([F:21])([F:20])[F:19])[CH:13]=2)[C:10]=1[CH3:11])=[O:4].[OH-].[Na+], predict the reaction product. The product is: [CH3:28][N:2]([CH3:1])[C:3]([C:5]1[CH:6]=[C:7]([C:23]([OH:25])=[O:24])[C:8](=[O:22])[N:9]([C:12]2[CH:17]=[CH:16][CH:15]=[C:14]([C:18]([F:20])([F:19])[F:21])[CH:13]=2)[C:10]=1[CH3:11])=[O:4].